Dataset: Full USPTO retrosynthesis dataset with 1.9M reactions from patents (1976-2016). Task: Predict the reactants needed to synthesize the given product. (1) Given the product [Br:24][CH2:20][C:27]1[S:28][C:29]2[CH:34]=[CH:33][CH:32]=[CH:31][C:30]=2[C:26]=1[Cl:25], predict the reactants needed to synthesize it. The reactants are: C1(P(C2C=CC=CC=2)C2C=CC=CC=2)C=CC=CC=1.[C:20]([Br:24])(Br)(Br)Br.[Cl:25][C:26]1[C:30]2[CH:31]=[CH:32][CH:33]=[CH:34][C:29]=2[S:28][C:27]=1CO. (2) Given the product [CH:1]1([C:4]2[CH:9]=[CH:8][N:7]=[CH:6][C:5]=2[N:10]2[CH2:14][CH2:13][N:12]([C:17]3[CH:22]=[CH:21][N:20]=[C:19]([CH3:23])[N:18]=3)[C:11]2=[O:15])[CH2:3][CH2:2]1, predict the reactants needed to synthesize it. The reactants are: [CH:1]1([C:4]2[CH:9]=[CH:8][N:7]=[CH:6][C:5]=2[N:10]2[CH2:14][CH2:13][NH:12][C:11]2=[O:15])[CH2:3][CH2:2]1.Cl[C:17]1[CH:22]=[CH:21][N:20]=[C:19]([CH3:23])[N:18]=1.C(=O)([O-])[O-].[Cs+].[Cs+]. (3) Given the product [NH:14]([C:26]([O:28][CH2:29][CH:12]1[C:11]2[C:6](=[CH:7][CH:8]=[CH:9][CH:10]=2)[C:5]2[C:13]1=[CH:1][CH:2]=[CH:3][CH:4]=2)=[O:27])[C@H:15]([C:20]([OH:22])=[O:21])[C@H:16]([CH2:18][CH3:19])[CH3:17], predict the reactants needed to synthesize it. The reactants are: [CH:1]1[C:13]2[CH2:12][C:11]3[C:6](=[CH:7][CH:8]=[CH:9][CH:10]=3)[C:5]=2[CH:4]=[CH:3][CH:2]=1.[NH2:14][C@H:15]([C:20]([OH:22])=[O:21])[C@H:16]([CH2:18][CH3:19])[CH3:17].N[C@H]([C:26]([OH:28])=[O:27])C.[CH:29]1C=CC=CC=1. (4) Given the product [NH2:15][C:16]1[CH:21]=[C:20]([Cl:22])[N:19]=[C:18]([C:23]([O:5][CH2:4][CH:3]([CH2:1][CH3:2])[CH2:6][CH2:7][CH2:8][CH3:9])=[O:24])[C:17]=1[Cl:26], predict the reactants needed to synthesize it. The reactants are: [CH2:1]([CH:3]([CH2:6][CH2:7][CH2:8][CH3:9])[CH2:4][OH:5])[CH3:2].S(=O)(=O)(O)O.[NH2:15][C:16]1[CH:21]=[C:20]([Cl:22])[N:19]=[C:18]([C:23](O)=[O:24])[C:17]=1[Cl:26]. (5) Given the product [C:35]([C:53]1[CH:54]=[CH:55][C:56]([N:19]2[CH2:20][C@H:21]([CH2:22][CH3:23])[C@H:17]([NH:16][C:15]3[C:10]4[N:11]([CH:27]=[C:8]([C:6]5[CH:5]=[N:4][N:3]([CH2:1][CH3:2])[CH:7]=5)[N:9]=4)[N:12]=[CH:13][C:14]=3[C:24]([NH2:26])=[O:25])[CH2:18]2)=[N:57][CH:52]=1)#[N:36], predict the reactants needed to synthesize it. The reactants are: [CH2:1]([N:3]1[CH:7]=[C:6]([C:8]2[N:9]=[C:10]3[C:15]([NH:16][C@H:17]4[C@@H:21]([CH2:22][CH3:23])[CH2:20][NH:19][CH2:18]4)=[C:14]([C:24]([NH2:26])=[O:25])[CH:13]=[N:12][N:11]3[CH:27]=2)[CH:5]=[N:4]1)[CH3:2].C(O)(C(F)(F)F)=O.[C:35](C1(C(O)=O)CC1)#[N:36].CN(C(ON1N=N[C:53]2[CH:54]=[CH:55][CH:56]=[N:57][C:52]1=2)=[N+](C)C)C.F[P-](F)(F)(F)(F)F.CCN(C(C)C)C(C)C. (6) The reactants are: [CH3:1][C:2]1[N:7]=[C:6](Cl)[CH:5]=[C:4]([NH2:9])[N:3]=1.[N:10]1([CH2:16][CH2:17][N:18]2[CH2:23][CH2:22][O:21][CH2:20][CH2:19]2)[CH2:15][CH2:14][NH:13][CH2:12][CH2:11]1. Given the product [CH3:1][C:2]1[N:3]=[C:4]([NH2:9])[CH:5]=[C:6]([N:13]2[CH2:12][CH2:11][N:10]([CH2:16][CH2:17][N:18]3[CH2:19][CH2:20][O:21][CH2:22][CH2:23]3)[CH2:15][CH2:14]2)[N:7]=1, predict the reactants needed to synthesize it.